Dataset: Reaction yield outcomes from USPTO patents with 853,638 reactions. Task: Predict the reaction yield, written as a fraction of the theoretical maximum amount of product (1.0 means a 100% yield; for example, 0.34 means a 34% yield). (1) The reactants are [NH2:1][C:2]1[N:7]=[C:6]([C:8]2[CH:13]=[CH:12][CH:11]=[CH:10][CH:9]=2)[CH:5]=[CH:4][N:3]=1.[ClH:14]. The catalyst is C(O)(C)C.[Pd]. The product is [ClH:14].[C:8]1([CH:6]2[NH:7][C:2]([NH2:1])=[N:3][CH2:4][CH2:5]2)[CH:9]=[CH:10][CH:11]=[CH:12][CH:13]=1. The yield is 0.550. (2) The reactants are [Br:1][C:2]1[CH:3]=[CH:4][C:5]([N:8]2[CH2:12][CH2:11][CH:10]([N:13]([CH3:15])C)[CH2:9]2)=[N:6][CH:7]=1.[CH3:16]S(OC1CCN(C2C=CC(Br)=CN=2)C1)(=O)=O.C(N)C.CCN(C(C)C)C(C)C. The catalyst is CO.O. The product is [Br:1][C:2]1[CH:3]=[CH:4][C:5]([N:8]2[CH2:12][CH2:11][CH:10]([NH:13][CH2:15][CH3:16])[CH2:9]2)=[N:6][CH:7]=1. The yield is 0.220. (3) The reactants are [C:1]([O:5][C:6]([NH:8][CH2:9][CH:10]([CH3:39])[CH2:11][O:12][C:13]1[CH:37]=[C:36](F)[CH:35]=[CH:34][C:14]=1[C:15]([NH:17][C:18]1[CH:33]=[CH:32][CH:31]=[CH:30][C:19]=1[C:20]([NH:22][C:23]1[CH:28]=[CH:27][C:26]([Cl:29])=[CH:25][N:24]=1)=[O:21])=[O:16])=[O:7])([CH3:4])([CH3:3])[CH3:2].[NH:40]1[CH2:44][CH2:43][CH2:42][CH2:41]1. No catalyst specified. The product is [C:1]([O:5][C:6]([NH:8][CH2:9][CH:10]([CH3:39])[CH2:11][O:12][C:13]1[CH:37]=[C:36]([N:40]2[CH2:44][CH2:43][CH2:42][CH2:41]2)[CH:35]=[CH:34][C:14]=1[C:15]([NH:17][C:18]1[CH:33]=[CH:32][CH:31]=[CH:30][C:19]=1[C:20]([NH:22][C:23]1[CH:28]=[CH:27][C:26]([Cl:29])=[CH:25][N:24]=1)=[O:21])=[O:16])=[O:7])([CH3:4])([CH3:3])[CH3:2]. The yield is 0.830. (4) The reactants are S(Cl)(Cl)=O.CC1C=C(C)C=CC=1C(O)=O.CC1C=C(C)C=CC=1C(Cl)=O.[CH3:27][C:28]1[CH:33]=[C:32]([CH3:34])[CH:31]=[CH:30][C:29]=1[C:35]([N:37]=[C:38]=[S:39])=[O:36].[Cl:40][C:41]1[CH:42]=[C:43]([CH:45]=[CH:46][C:47]=1[O:48][C:49]1[C:58]2[C:53](=[CH:54][C:55]([O:61][CH3:62])=[C:56]([O:59][CH3:60])[CH:57]=2)[N:52]=[CH:51][CH:50]=1)[NH2:44]. The catalyst is C(O)C.C1(C)C=CC=CC=1. The product is [Cl:40][C:41]1[CH:42]=[C:43]([NH:44][C:38]([NH:37][C:35](=[O:36])[C:29]2[CH:30]=[CH:31][C:32]([CH3:34])=[CH:33][C:28]=2[CH3:27])=[S:39])[CH:45]=[CH:46][C:47]=1[O:48][C:49]1[C:58]2[C:53](=[CH:54][C:55]([O:61][CH3:62])=[C:56]([O:59][CH3:60])[CH:57]=2)[N:52]=[CH:51][CH:50]=1. The yield is 0.970. (5) The reactants are Br[C:2]1[CH:11]=[C:10]2[C:5]([CH:6]([C:13]3[CH:18]=[CH:17][C:16]([Cl:19])=[C:15]([Cl:20])[CH:14]=3)[CH2:7][N:8]([CH3:12])[CH2:9]2)=[CH:4][CH:3]=1.BrCC(C1C=CC(Cl)=C(Cl)C=1)=O.BrC1C=C(CNC)C=CC=1.[N:43]1[CH:48]=[CH:47][CH:46]=[CH:45][C:44]=1[OH:49].CN(C)CCN.P([O-])([O-])([O-])=O.[K+].[K+].[K+]. The catalyst is O1CCOCC1.[Cu]I. The product is [Cl:20][C:15]1[CH:14]=[C:13]([CH:6]2[C:5]3[C:10](=[CH:11][C:2]([N:43]4[CH:48]=[CH:47][CH:46]=[CH:45][C:44]4=[O:49])=[CH:3][CH:4]=3)[CH2:9][N:8]([CH3:12])[CH2:7]2)[CH:18]=[CH:17][C:16]=1[Cl:19]. The yield is 0.0700. (6) The reactants are CN(C)[CH:3]=[C:4]([N:9]=[CH:10]N(C)C)[C:5]([O:7][CH3:8])=[O:6].[CH2:15]([N:17]1[CH:21]=[CH:20][C:19]([CH3:22])=[CH:18]1)[CH3:16]. The catalyst is C(O)(=O)C.C(O)(C(F)(F)F)=O. The product is [CH2:15]([N:17]1[C:21]2[CH:3]=[C:4]([C:5]([O:7][CH3:8])=[O:6])[N:9]=[CH:10][C:20]=2[C:19]([CH3:22])=[CH:18]1)[CH3:16]. The yield is 0.460. (7) The reactants are [N:1]1[CH:6]=[CH:5][CH:4]=[CH:3][C:2]=1/[CH:7]=[N:8]/[C:9]1[CH:17]=[CH:16][CH:15]=[C:14]2[C:10]=1[CH2:11][O:12][C:13]2=[O:18].[CH:19](=O)[C:20]1[CH:25]=[CH:24][CH:23]=[CH:22][CH:21]=1.[CH3:27][O-:28].[Na+]. The catalyst is C(OCC)(=O)CC. The product is [O:28]=[C:27]1[C:10]2[C:14]([C:13]([O:12][CH3:11])=[O:18])=[CH:15][CH:16]=[CH:17][C:9]=2[NH:8][CH:7]([C:2]2[CH:3]=[CH:4][CH:5]=[CH:6][N:1]=2)[CH:19]1[C:20]1[CH:25]=[CH:24][CH:23]=[CH:22][CH:21]=1. The yield is 0.0500.